Dataset: Catalyst prediction with 721,799 reactions and 888 catalyst types from USPTO. Task: Predict which catalyst facilitates the given reaction. (1) Reactant: C(O)(=O)C(O)=O.[C:7]([C:11]1[CH:15]=[C:14]([NH2:16])[N:13]([CH2:17][CH3:18])[N:12]=1)([CH3:10])([CH3:9])[CH3:8].C(=O)([O-])[O-].[K+].[K+].C(N(CC)C(C)C)(C)C.Cl[C:35]([O:37][C:38]1[CH:43]=[CH:42][CH:41]=[CH:40][CH:39]=1)=[O:36]. Product: [C:7]([C:11]1[CH:15]=[C:14]([NH:16][C:35](=[O:36])[O:37][C:38]2[CH:43]=[CH:42][CH:41]=[CH:40][CH:39]=2)[N:13]([CH2:17][CH3:18])[N:12]=1)([CH3:10])([CH3:8])[CH3:9]. The catalyst class is: 4. (2) Reactant: [Cl:1][C:2]1[CH:7]=[CH:6][C:5]([NH2:8])=[CH:4][C:3]=1[C:9]1[O:10][C:11]2[CH:17]=[CH:16][C:15]([Cl:18])=[CH:14][C:12]=2[N:13]=1.N1C=CC=CC=1.Cl[C:26]([O:28][CH3:29])=[O:27]. Product: [CH3:29][O:28][C:26](=[O:27])[NH:8][C:5]1[CH:6]=[CH:7][C:2]([Cl:1])=[C:3]([C:9]2[O:10][C:11]3[CH:17]=[CH:16][C:15]([Cl:18])=[CH:14][C:12]=3[N:13]=2)[CH:4]=1. The catalyst class is: 22. (3) Product: [CH2:37]([N:39]([CH2:43][CH2:44][O:34][C:33](=[O:35])[C@H:12]([CH2:13][C:14]1[CH:15]=[CH:16][C:17]([C:20]2[C:21](=[O:32])[N:22]([CH3:31])[C:23]([CH3:30])=[CH:24][C:25]=2[C:26]([F:28])([F:29])[F:27])=[CH:18][CH:19]=1)[NH:11][C:9]([C:3]1[C:4]([Cl:8])=[CH:5][CH:6]=[CH:7][C:2]=1[Cl:1])=[O:10])[CH2:40][CH3:41])[CH3:38]. Reactant: [Cl:1][C:2]1[CH:7]=[CH:6][CH:5]=[C:4]([Cl:8])[C:3]=1[C:9]([NH:11][C@H:12]([C:33]([OH:35])=[O:34])[CH2:13][C:14]1[CH:19]=[CH:18][C:17]([C:20]2[C:21](=[O:32])[N:22]([CH3:31])[C:23]([CH3:30])=[CH:24][C:25]=2[C:26]([F:29])([F:28])[F:27])=[CH:16][CH:15]=1)=[O:10].Cl.[CH2:37]([N:39]([CH2:43][CH3:44])[CH2:40][CH2:41]Cl)[CH3:38].C(=O)([O-])[O-].[K+].[K+]. The catalyst class is: 84.